Dataset: Full USPTO retrosynthesis dataset with 1.9M reactions from patents (1976-2016). Task: Predict the reactants needed to synthesize the given product. (1) Given the product [NH2:24][C@H:19]1[C@H:20]([F:23])[CH2:21][O:22][C@H:16]([C:15]2[N:14]([CH3:32])[N:13]=[CH:12][C:11]=2[NH:10][C:8](=[O:9])[C:6]2[CH:5]=[CH:4][C:3]([F:33])=[C:2]([C:36]3[CH:37]=[CH:38][C:39]([O:41][CH3:42])=[CH:40][C:35]=3[F:34])[N:7]=2)[CH2:17][CH2:18]1, predict the reactants needed to synthesize it. The reactants are: Br[C:2]1[N:7]=[C:6]([C:8]([NH:10][C:11]2[CH:12]=[N:13][N:14]([CH3:32])[C:15]=2[C@H:16]2[O:22][CH2:21][C@@H:20]([F:23])[C@H:19]([NH:24]C(=O)OC(C)(C)C)[CH2:18][CH2:17]2)=[O:9])[CH:5]=[CH:4][C:3]=1[F:33].[F:34][C:35]1[CH:40]=[C:39]([O:41][CH3:42])[CH:38]=[CH:37][C:36]=1B(O)O. (2) The reactants are: [C:1]([NH:4][C:5]([CH:26]1[CH2:29][C:28](OC)([O:30]C)[CH2:27]1)([CH2:13][CH2:14][CH2:15][CH2:16][B:17]1[O:21][C:20]([CH3:23])([CH3:22])[C:19]([CH3:25])([CH3:24])[O:18]1)[C:6]([NH:8][C:9]([CH3:12])([CH3:11])[CH3:10])=[O:7])(=[O:3])[CH3:2].C1(C)C=CC(S(O)(=O)=O)=CC=1. Given the product [C:1]([NH:4][C:5]([CH:26]1[CH2:29][C:28](=[O:30])[CH2:27]1)([CH2:13][CH2:14][CH2:15][CH2:16][B:17]1[O:21][C:20]([CH3:22])([CH3:23])[C:19]([CH3:25])([CH3:24])[O:18]1)[C:6]([NH:8][C:9]([CH3:12])([CH3:11])[CH3:10])=[O:7])(=[O:3])[CH3:2], predict the reactants needed to synthesize it. (3) Given the product [S:1]1[C:5]2[CH:6]=[CH:7][CH:8]=[CH:9][C:4]=2[N:3]=[C:2]1[CH:10]([C:13]1[CH:18]=[CH:17][N:16]=[C:15]([NH:27][CH2:28][CH2:29][C:30]2[N:34]=[CH:33][NH:32][CH:31]=2)[N:14]=1)[C:11]#[N:12], predict the reactants needed to synthesize it. The reactants are: [S:1]1[C:5]2[CH:6]=[CH:7][CH:8]=[CH:9][C:4]=2[N:3]=[C:2]1[CH:10]([C:13]1[CH:18]=[CH:17][N:16]=[C:15](Cl)[N:14]=1)[C:11]#[N:12].CCN(CC)CC.[NH2:27][CH2:28][CH2:29][C:30]1[N:34]=[CH:33][NH:32][CH:31]=1. (4) Given the product [C:31]([C:30]1[CH:33]=[CH:34][C:27]([N:5]2[C:6]([C:7]3[C:8](=[O:26])[N:9]([CH3:25])[C:10](=[O:24])[N:11]([C:14]4[CH:19]=[CH:18][CH:17]=[C:16]([C:20]([F:23])([F:22])[F:21])[CH:15]=4)[C:12]=3[CH3:13])=[C:2]([C:45]([OH:48])=[O:47])[CH:3]=[N:4]2)=[CH:28][CH:29]=1)#[N:32], predict the reactants needed to synthesize it. The reactants are: Br[C:2]1[CH:3]=[N:4][N:5]([C:27]2[CH:34]=[CH:33][C:30]([C:31]#[N:32])=[CH:29][CH:28]=2)[C:6]=1[C:7]1[C:8](=[O:26])[N:9]([CH3:25])[C:10](=[O:24])[N:11]([C:14]2[CH:19]=[CH:18][CH:17]=[C:16]([C:20]([F:23])([F:22])[F:21])[CH:15]=2)[C:12]=1[CH3:13].C(N(CC)C(C)C)(C)C.O.[C:45]([O:48]CC)(=[O:47])C. (5) Given the product [C:32]1([C:19]2([NH:1][C@@H:2]([CH2:13][C:14]([O:16][CH3:17])=[O:15])[C:3]([O:5][CH2:6][C:7]3[CH:8]=[CH:9][CH:10]=[CH:11][CH:12]=3)=[O:4])[C:31]3[CH:30]=[CH:29][CH:28]=[CH:27][C:26]=3[C:25]3[C:20]2=[CH:21][CH:22]=[CH:23][CH:24]=3)[CH:33]=[CH:34][CH:35]=[CH:36][CH:37]=1, predict the reactants needed to synthesize it. The reactants are: [NH2:1][C@@H:2]([CH2:13][C:14]([O:16][CH3:17])=[O:15])[C:3]([O:5][CH2:6][C:7]1[CH:12]=[CH:11][CH:10]=[CH:9][CH:8]=1)=[O:4].Br[C:19]1([C:32]2[CH:37]=[CH:36][CH:35]=[CH:34][CH:33]=2)[C:31]2[CH:30]=[CH:29][CH:28]=[CH:27][C:26]=2[C:25]2[C:20]1=[CH:21][CH:22]=[CH:23][CH:24]=2.CCN(CC)CC.